This data is from Experimentally validated miRNA-target interactions with 360,000+ pairs, plus equal number of negative samples. The task is: Binary Classification. Given a miRNA mature sequence and a target amino acid sequence, predict their likelihood of interaction. The miRNA is hsa-miR-370-5p with sequence CAGGUCACGUCUCUGCAGUUAC. The protein sequence of the target gene is MQPPPRKVKPAQEVKLRFLEQLSILQTWQQREADLLEDIRSYSKQRAAIEREYGQALQKLAGPFLKREGHRSGEMDSRGRTVFGAWRCLLDATVAGGQTRLQASDRYRDLAGGTGRSAKEQVLRKGTENLQRAQAEVLQSVRELSRSRKLYGQRERVWALAQEKAADVQARLNRSDHGIFHSRTSLQKLSTKLSAQSAQYSQQLQAARNEYLLNLVATNAHLDHYYQEELPALLKALVSELSEHLRDPLTSLSHTELEAAEVILEHAHRGEQTTSQVSWEQDLKLFLQEPGVFSPTPPQQ.... Result: 1 (interaction).